From a dataset of Catalyst prediction with 721,799 reactions and 888 catalyst types from USPTO. Predict which catalyst facilitates the given reaction. (1) Reactant: [OH-].[Na+].[Br:3][C:4]1[C:12]2[NH:11][C@H:10]3[CH2:13][CH2:14][NH:15][CH2:16][C@H:9]3[C:8]=2[CH:7]=[CH:6][CH:5]=1.C(N(CC)CC)C.Cl[C:25]([O:27][CH2:28][CH3:29])=[O:26]. Product: [Br:3][C:4]1[C:12]2[NH:11][C@H:10]3[CH2:13][CH2:14][N:15]([C:25]([O:27][CH2:28][CH3:29])=[O:26])[CH2:16][C@H:9]3[C:8]=2[CH:7]=[CH:6][CH:5]=1. The catalyst class is: 1. (2) Reactant: [C:1]([O:5][C:6](=[O:34])[N:7]([C@H:11]1[CH2:20][CH2:19][C:18]2[C:13](=[CH:14][CH:15]=[C:16]([NH:21][S:22]([C:25]3[CH:30]=[CH:29][C:28]([C:31](=[O:33])[CH3:32])=[CH:27][CH:26]=3)(=[O:24])=[O:23])[CH:17]=2)[CH2:12]1)[CH2:8][CH2:9][CH3:10])([CH3:4])([CH3:3])[CH3:2].[CH3:35][Mg]Br.C(OCC)C. Product: [C:1]([O:5][C:6](=[O:34])[N:7]([C@H:11]1[CH2:20][CH2:19][C:18]2[C:13](=[CH:14][CH:15]=[C:16]([NH:21][S:22]([C:25]3[CH:30]=[CH:29][C:28]([C:31]([OH:33])([CH3:35])[CH3:32])=[CH:27][CH:26]=3)(=[O:24])=[O:23])[CH:17]=2)[CH2:12]1)[CH2:8][CH2:9][CH3:10])([CH3:2])([CH3:3])[CH3:4]. The catalyst class is: 7. (3) Reactant: [F:1][C:2]1[CH:7]=[CH:6][CH:5]=[C:4]([O:8][C:9]2[CH:10]=[N:11][C:12]3[C:17]([CH:18]=2)=[CH:16][CH:15]=[CH:14][C:13]=3[F:19])[C:3]=1[CH:20]([OH:25])[C:21]([CH3:24])([OH:23])[CH3:22].CC(OI1(OC(C)=O)(OC(C)=O)OC(=O)C2C=CC=CC1=2)=O. Product: [F:1][C:2]1[CH:7]=[CH:6][CH:5]=[C:4]([O:8][C:9]2[CH:10]=[N:11][C:12]3[C:17]([CH:18]=2)=[CH:16][CH:15]=[CH:14][C:13]=3[F:19])[C:3]=1[C:20](=[O:25])[C:21]([OH:23])([CH3:22])[CH3:24]. The catalyst class is: 4. (4) Reactant: [C:1]([O:5][C:6]([N:8]1[C:16]2[C:11](=[CH:12][C:13]([OH:17])=[CH:14][CH:15]=2)[CH2:10][CH2:9]1)=[O:7])([CH3:4])([CH3:3])[CH3:2].Cl[CH2:19][C:20]1[CH:25]=[CH:24][C:23]([CH2:26][CH:27]([CH3:29])[CH3:28])=[C:22]([C:30]([F:33])([F:32])[F:31])[CH:21]=1.C(=O)([O-])[O-].[K+].[K+]. Product: [C:1]([O:5][C:6]([N:8]1[C:16]2[C:11](=[CH:12][C:13]([O:17][CH2:19][C:20]3[CH:25]=[CH:24][C:23]([CH2:26][CH:27]([CH3:29])[CH3:28])=[C:22]([C:30]([F:31])([F:33])[F:32])[CH:21]=3)=[CH:14][CH:15]=2)[CH2:10][CH2:9]1)=[O:7])([CH3:4])([CH3:2])[CH3:3]. The catalyst class is: 3. (5) Reactant: [Cl:1][C:2]1[CH:7]=[CH:6][C:5]([C:8](=[O:18])[NH:9][CH2:10][C:11]2[CH:16]=[CH:15][CH:14]=[C:13]([Cl:17])[CH:12]=2)=[CH:4][C:3]=1[NH:19][C:20]([C:22]1[C:35](=[O:36])[NH:34][C:25]2[N:26]=[C:27](S(C)(=O)=O)[N:28]=[CH:29][C:24]=2[CH:23]=1)=[O:21].[N:37]1([C:43]([O:45][C:46]([CH3:49])([CH3:48])[CH3:47])=[O:44])[CH2:42][CH2:41][NH:40][CH2:39][CH2:38]1.CN(C)C=O.[OH-].[Na+]. Product: [Cl:1][C:2]1[CH:7]=[CH:6][C:5]([C:8](=[O:18])[NH:9][CH2:10][C:11]2[CH:16]=[CH:15][CH:14]=[C:13]([Cl:17])[CH:12]=2)=[CH:4][C:3]=1[NH:19][C:20]([C:22]1[C:35](=[O:36])[NH:34][C:25]2[N:26]=[C:27]([N:40]3[CH2:39][CH2:38][N:37]([C:43]([O:45][C:46]([CH3:49])([CH3:48])[CH3:47])=[O:44])[CH2:42][CH2:41]3)[N:28]=[CH:29][C:24]=2[CH:23]=1)=[O:21]. The catalyst class is: 6. (6) Reactant: [F:1][C:2]1[CH:7]=[C:6]([N+:8]([O-])=O)[CH:5]=[CH:4][C:3]=1[O:11][CH2:12][CH2:13][O:14][CH3:15].[H][H]. Product: [F:1][C:2]1[CH:7]=[C:6]([CH:5]=[CH:4][C:3]=1[O:11][CH2:12][CH2:13][O:14][CH3:15])[NH2:8]. The catalyst class is: 867. (7) Reactant: [CH2:1]([OH:29])[CH2:2][CH2:3][CH2:4][CH2:5][CH2:6][CH2:7][CH2:8][CH2:9][CH2:10][CH2:11][CH2:12][CH2:13][CH2:14][CH2:15][CH2:16][CH2:17][CH2:18][CH2:19][CH2:20][CH2:21][CH2:22][CH2:23][CH2:24][CH2:25][CH2:26][CH2:27][CH3:28].C(Cl)Cl.C([O-])([O-])=O.[Ca+2].[Cr](Cl)([O-])(=O)=O.[NH+]1C=CC=CC=1. Product: [CH:1](=[O:29])[CH2:2][CH2:3][CH2:4][CH2:5][CH2:6][CH2:7][CH2:8][CH2:9][CH2:10][CH2:11][CH2:12][CH2:13][CH2:14][CH2:15][CH2:16][CH2:17][CH2:18][CH2:19][CH2:20][CH2:21][CH2:22][CH2:23][CH2:24][CH2:25][CH2:26][CH2:27][CH3:28]. The catalyst class is: 81.